From a dataset of Full USPTO retrosynthesis dataset with 1.9M reactions from patents (1976-2016). Predict the reactants needed to synthesize the given product. (1) Given the product [CH3:24][C:15]1[CH:20]=[CH:19][C:18]([C:21]([N:10]=[C:8]2[N:7]([CH2:36][C:27]([OH:26])=[O:42])[C:6]3[CH:11]=[CH:12][C:3]([C:2]([F:1])([F:13])[F:14])=[CH:4][C:5]=3[S:9]2)=[O:22])=[CH:17][CH:16]=1, predict the reactants needed to synthesize it. The reactants are: [F:1][C:2]([F:14])([F:13])[C:3]1[CH:12]=[CH:11][C:6]2[N:7]=[C:8]([NH2:10])[S:9][C:5]=2[CH:4]=1.[C:15]1([CH3:24])[CH:20]=[CH:19][C:18]([C:21](Cl)=[O:22])=[CH:17][CH:16]=1.C[O:26][C:27]1[CH:36]=CC2N=C(N)SC=2C=1.ClC1C=C(C=CC=1)C(Cl)=[O:42]. (2) Given the product [CH2:1]([O:8][C:9]1[CH:16]=[C:15]([O:17][CH:18]([CH3:20])[CH3:19])[CH:14]=[CH:13][C:10]=1[CH:11]=[CH:41][CH2:42][CH:43]1[O:47][CH2:46][CH2:45][O:44]1)[C:2]1[CH:7]=[CH:6][CH:5]=[CH:4][CH:3]=1, predict the reactants needed to synthesize it. The reactants are: [CH2:1]([O:8][C:9]1[CH:16]=[C:15]([O:17][CH:18]([CH3:20])[CH3:19])[CH:14]=[CH:13][C:10]=1[CH:11]=O)[C:2]1[CH:7]=[CH:6][CH:5]=[CH:4][CH:3]=1.BrP([CH2:41][CH2:42][CH:43]1[O:47][CH2:46][CH2:45][O:44]1)(C1C=CC=CC=1)(C1C=CC=CC=1)C1C=CC=CC=1.[H-].[Na+].[Cl-].[NH4+]. (3) Given the product [NH:1]([CH:8]([CH3:9])[CH2:7][OH:6])[CH:2]([CH3:5])[CH2:3][OH:4], predict the reactants needed to synthesize it. The reactants are: [NH2:1][CH:2]([CH3:5])[CH2:3][OH:4].[OH:6][CH2:7][C:8](=O)[CH3:9]. (4) Given the product [NH2:1][C:2]1[N:6]([CH:7]2[CH2:12][CH2:11][CH2:10][N:9]([C:13]([O:15][CH2:16][C:17]3[CH:22]=[CH:21][CH:20]=[CH:19][CH:18]=3)=[O:14])[CH2:8]2)[N:5]=[C:4]([C:23]2[CH:24]=[N:25][C:26]([O:38][C:32]3[CH:37]=[CH:36][CH:35]=[CH:34][CH:33]=3)=[CH:27][CH:28]=2)[C:3]=1[C:30]#[N:31], predict the reactants needed to synthesize it. The reactants are: [NH2:1][C:2]1[N:6]([CH:7]2[CH2:12][CH2:11][CH2:10][N:9]([C:13]([O:15][CH2:16][C:17]3[CH:22]=[CH:21][CH:20]=[CH:19][CH:18]=3)=[O:14])[CH2:8]2)[N:5]=[C:4]([C:23]2[CH:24]=[N:25][C:26](Cl)=[CH:27][CH:28]=2)[C:3]=1[C:30]#[N:31].[C:32]1([OH:38])[CH:37]=[CH:36][CH:35]=[CH:34][CH:33]=1.C(=O)([O-])[O-].[K+].[K+]. (5) Given the product [CH2:1]([O:3][C:4](=[O:29])[CH:5]([C:27]#[N:28])[CH2:6][C:7]1[CH:8]=[CH:9][C:10]([O:13][CH2:14][CH2:15][C:16]2[CH:21]=[CH:20][C:19]([O:22][S:23]([CH3:26])(=[O:25])=[O:24])=[CH:18][CH:17]=2)=[CH:11][CH:12]=1)[CH3:2], predict the reactants needed to synthesize it. The reactants are: [CH2:1]([O:3][C:4](=[O:29])[C:5]([C:27]#[N:28])=[CH:6][C:7]1[CH:12]=[CH:11][C:10]([O:13][CH2:14][CH2:15][C:16]2[CH:21]=[CH:20][C:19]([O:22][S:23]([CH3:26])(=[O:25])=[O:24])=[CH:18][CH:17]=2)=[CH:9][CH:8]=1)[CH3:2].C(OC(C1CC(C(OCC)=O)=C(C)NC=1C)=O)C. (6) Given the product [S:4]1[C:5]2=[N:6][CH:7]=[CH:8][CH:9]=[C:10]2[C:2]([NH:11][CH2:12][CH2:13][CH2:14][NH2:15])=[N:3]1, predict the reactants needed to synthesize it. The reactants are: Br[C:2]1[C:10]2[C:5](=[N:6][CH:7]=[CH:8][CH:9]=2)[S:4][N:3]=1.[NH2:11][CH2:12][CH2:13][CH2:14][NH2:15]. (7) Given the product [CH2:6]([P:9]([C:14]1[CH:15]=[CH:16][C:17]([NH:20][C:22]2[N:30]=[C:29]([I:31])[N:28]=[C:27]3[C:23]=2[N:24]=[CH:25][N:26]3[CH:32]2[CH2:37][CH2:36][CH2:35][CH2:34][O:33]2)=[CH:18][CH:19]=1)([CH2:11][CH2:12][CH3:13])=[O:10])[CH2:7][CH3:8], predict the reactants needed to synthesize it. The reactants are: CC(C)([O-])C.[CH2:6]([P:9]([C:14]1[CH:19]=[CH:18][C:17]([NH2:20])=[CH:16][CH:15]=1)([CH2:11][CH2:12][CH3:13])=[O:10])[CH2:7][CH3:8].Cl[C:22]1[N:30]=[C:29]([I:31])[N:28]=[C:27]2[C:23]=1[N:24]=[CH:25][N:26]2[CH:32]1[CH2:37][CH2:36][CH2:35][CH2:34][O:33]1. (8) Given the product [OH:24][CH:23]([C:31]1[CH:32]=[CH:33][CH:34]=[CH:35][CH:36]=1)[C:22]([NH:21][C:17]1[CH:18]=[N:19][CH:20]=[C:15]([C:13]([C:6]2[C:7]3[CH:12]=[N:11][CH:10]=[N:9][C:8]=3[N:4]([CH:1]([CH3:3])[CH3:2])[CH:5]=2)=[O:14])[CH:16]=1)=[O:37], predict the reactants needed to synthesize it. The reactants are: [CH:1]([N:4]1[C:8]2[N:9]=[CH:10][N:11]=[CH:12][C:7]=2[C:6]([C:13]([C:15]2[CH:16]=[C:17]([NH:21][C:22](=[O:37])[CH:23]([C:31]3[CH:36]=[CH:35][CH:34]=[CH:33][CH:32]=3)[O:24]C3CCCCO3)[CH:18]=[N:19][CH:20]=2)=[O:14])=[CH:5]1)([CH3:3])[CH3:2].Cl.O1CCOCC1. (9) Given the product [F:11][C:12]1[C:13]([O:33][CH3:34])=[C:14]([C:18]2[NH:4][C:1]([CH3:2])=[N:3][C:21](=[O:22])[C:20]=2[CH2:25][CH2:26][C:27]2[CH:32]=[CH:31][CH:30]=[CH:29][CH:28]=2)[CH:15]=[CH:16][CH:17]=1, predict the reactants needed to synthesize it. The reactants are: [C:1]([NH2:4])(=[NH:3])[CH3:2].C([O-])([O-])=O.[K+].[K+].[F:11][C:12]1[C:13]([O:33][CH3:34])=[C:14]([C:18]([CH:20]([CH2:25][CH2:26][C:27]2[CH:32]=[CH:31][CH:30]=[CH:29][CH:28]=2)[C:21](OC)=[O:22])=O)[CH:15]=[CH:16][CH:17]=1.Cl. (10) Given the product [F:16][C:2]([F:1])([F:17])[C:3]1[CH:4]=[C:5]([CH:9]=[C:10]([C:12]([F:15])([F:14])[F:13])[CH:11]=1)[C:6]([N:38]1[CH2:39][CH2:40][N:41]([CH2:43][C:44]2[CH:49]=[CH:48][CH:47]=[CH:46][CH:45]=2)[CH2:42][C@H:37]1[CH2:36][C:35]1[CH:34]=[CH:33][C:32]([O:31][CH3:30])=[CH:51][CH:50]=1)=[O:8], predict the reactants needed to synthesize it. The reactants are: [F:1][C:2]([F:17])([F:16])[C:3]1[CH:4]=[C:5]([CH:9]=[C:10]([C:12]([F:15])([F:14])[F:13])[CH:11]=1)[C:6]([OH:8])=O.N1C=CC=CC=1.C(Cl)(=O)C(Cl)=O.[CH3:30][O:31][C:32]1[CH:51]=[CH:50][C:35]([CH2:36][C@@H:37]2[CH2:42][N:41]([CH2:43][C:44]3[CH:49]=[CH:48][CH:47]=[CH:46][CH:45]=3)[CH2:40][CH2:39][NH:38]2)=[CH:34][CH:33]=1.